This data is from Full USPTO retrosynthesis dataset with 1.9M reactions from patents (1976-2016). The task is: Predict the reactants needed to synthesize the given product. (1) Given the product [CH3:25][O:24][C:7]1[CH:6]=[CH:5][C:4]2[N:3]=[C:2]([NH:26][C:27]3[CH:28]=[C:29]([CH:33]=[CH:34][CH:35]=3)[C:30]([OH:32])=[O:31])[C:11]3=[N:12][NH:13][CH:14]=[C:10]3[C:9]=2[CH:8]=1, predict the reactants needed to synthesize it. The reactants are: Cl[C:2]1[C:11]2=[N:12][N:13](CC3C=CC(OC)=CC=3)[CH:14]=[C:10]2[C:9]2[CH:8]=[C:7]([O:24][CH3:25])[CH:6]=[CH:5][C:4]=2[N:3]=1.[NH2:26][C:27]1[CH:28]=[C:29]([CH:33]=[CH:34][CH:35]=1)[C:30]([OH:32])=[O:31].Cl. (2) Given the product [CH3:18][O:19][C:20](=[O:29])[C:21]1[CH:26]=[CH:25][C:24]([CH3:27])=[C:23]([NH:28][CH2:2][C:3]([C:5]2[CH:6]=[N:7][N:8]([C:12]3[CH:17]=[CH:16][CH:15]=[CH:14][CH:13]=3)[C:9]=2[CH2:10][CH3:11])=[O:4])[CH:22]=1, predict the reactants needed to synthesize it. The reactants are: Br[CH2:2][C:3]([C:5]1[CH:6]=[N:7][N:8]([C:12]2[CH:17]=[CH:16][CH:15]=[CH:14][CH:13]=2)[C:9]=1[CH2:10][CH3:11])=[O:4].[CH3:18][O:19][C:20](=[O:29])[C:21]1[CH:26]=[CH:25][C:24]([CH3:27])=[C:23]([NH2:28])[CH:22]=1.